Dataset: Catalyst prediction with 721,799 reactions and 888 catalyst types from USPTO. Task: Predict which catalyst facilitates the given reaction. (1) Reactant: C([O:9][CH2:10][CH2:11][N:12]1[C:20]2[C:19](Cl)=[N:18][CH:17]=[N:16][C:15]=2[CH:14]=[CH:13]1)(=O)C1C=CC=CC=1.[S:22]1[C:26]2[CH:27]=[CH:28][CH:29]=[C:30]([O:31][C:32]3[CH:38]=[CH:37][C:35]([NH2:36])=[CH:34][C:33]=3[F:39])[C:25]=2[CH:24]=[N:23]1.[OH-].[Na+]. Product: [S:22]1[C:26]2[CH:27]=[CH:28][CH:29]=[C:30]([O:31][C:32]3[CH:38]=[CH:37][C:35]([NH:36][C:19]4[C:20]5[N:12]([CH2:11][CH2:10][OH:9])[CH:13]=[CH:14][C:15]=5[N:16]=[CH:17][N:18]=4)=[CH:34][C:33]=3[F:39])[C:25]=2[CH:24]=[N:23]1. The catalyst class is: 32. (2) The catalyst class is: 115. Reactant: [ClH:1].[NH2:2][CH:3]1[CH:12]([CH2:13][C:14]2[CH:19]=[CH:18][CH:17]=[CH:16][CH:15]=2)[C:11]2[CH:10]=[C:9]([O:20][CH2:21][CH2:22][N:23]([CH3:33])[S:24]([C:27]3[N:28]=[CH:29][N:30]([CH3:32])[CH:31]=3)(=[O:26])=[O:25])[CH:8]=[CH:7][C:6]=2[CH2:5][CH2:4]1.Br[CH2:35][CH2:36][CH2:37][CH2:38]Br.C(N(CC)CC)C.O. Product: [ClH:1].[CH2:13]([CH:12]1[C:11]2[CH:10]=[C:9]([O:20][CH2:21][CH2:22][N:23]([CH3:33])[S:24]([C:27]3[N:28]=[CH:29][N:30]([CH3:32])[CH:31]=3)(=[O:26])=[O:25])[CH:8]=[CH:7][C:6]=2[CH2:5][CH2:4][CH:3]1[N:2]1[CH2:38][CH2:37][CH2:36][CH2:35]1)[C:14]1[CH:15]=[CH:16][CH:17]=[CH:18][CH:19]=1. (3) Reactant: C[Si]([N-][Si](C)(C)C)(C)C.[Li+].[Cl:11][C:12]1[CH:13]=[C:14]([CH2:27][C:28]([O:30][CH3:31])=[O:29])[CH:15]=[CH:16][C:17]=1[B:18]1[O:22][C:21]([CH3:24])([CH3:23])[C:20]([CH3:26])([CH3:25])[O:19]1.[CH3:32]I.[Cl-].[NH4+]. The catalyst class is: 299. Product: [Cl:11][C:12]1[CH:13]=[C:14]([CH:27]([CH3:32])[C:28]([O:30][CH3:31])=[O:29])[CH:15]=[CH:16][C:17]=1[B:18]1[O:22][C:21]([CH3:23])([CH3:24])[C:20]([CH3:25])([CH3:26])[O:19]1. (4) Reactant: CO.[F:3][C:4]1[CH:5]=[C:6]([N+:16]([O-])=O)[CH:7]=[CH:8][C:9]=1[N:10]1[CH2:15][CH2:14][O:13][CH2:12][CH2:11]1. The catalyst class is: 769. Product: [F:3][C:4]1[CH:5]=[C:6]([CH:7]=[CH:8][C:9]=1[N:10]1[CH2:15][CH2:14][O:13][CH2:12][CH2:11]1)[NH2:16]. (5) Reactant: [Cl:1][C:2]1[CH:10]=[C:9]2[C:5]([C:6]([C:12]3[N:17]=[C:16]4[C:18]([C:29]([NH:31][CH2:32][CH:33]5[CH2:35][CH2:34]5)=[O:30])=[CH:19][N:20](COCC[Si](C)(C)C)[C:15]4=[N:14][CH:13]=3)=[N:7][N:8]2[CH3:11])=[CH:4][CH:3]=1.C(O)(C(F)(F)F)=O.C(N)CN. Product: [Cl:1][C:2]1[CH:10]=[C:9]2[C:5]([C:6]([C:12]3[N:17]=[C:16]4[C:18]([C:29]([NH:31][CH2:32][CH:33]5[CH2:34][CH2:35]5)=[O:30])=[CH:19][NH:20][C:15]4=[N:14][CH:13]=3)=[N:7][N:8]2[CH3:11])=[CH:4][CH:3]=1. The catalyst class is: 4. (6) Reactant: C(OC([N:8]1[CH2:13][CH2:12][N:11]([C:14]2[CH:19]=[CH:18][CH:17]=[C:16]([F:20])[C:15]=2[C:21]2[CH:34]=[C:33]3[C:24]([N:25]4[C:30]([CH2:31][O:32]3)=[N:29][NH:28][C:27](=[O:35])[C@H:26]4[CH3:36])=[CH:23][CH:22]=2)[CH2:10][CH2:9]1)=O)(C)(C)C.[C:37]([OH:43])([C:39]([F:42])([F:41])[F:40])=[O:38]. Product: [F:40][C:39]([F:42])([F:41])[C:37]([OH:43])=[O:38].[F:20][C:16]1[CH:17]=[CH:18][CH:19]=[C:14]([N:11]2[CH2:12][CH2:13][NH:8][CH2:9][CH2:10]2)[C:15]=1[C:21]1[CH:34]=[C:33]2[C:24]([N:25]3[C:30]([CH2:31][O:32]2)=[N:29][NH:28][C:27](=[O:35])[C@H:26]3[CH3:36])=[CH:23][CH:22]=1. The catalyst class is: 2. (7) Reactant: [Cl:1][S:2]([OH:5])(=O)=[O:3].[Cl:6][C:7]1[CH:21]=[CH:20][C:10]([C:11]([NH:13][CH2:14][C:15]2[S:16][CH:17]=[CH:18][CH:19]=2)=[O:12])=[CH:9][CH:8]=1. Product: [Cl:6][C:7]1[CH:8]=[CH:9][C:10]([C:11]([NH:13][CH2:14][C:15]2[S:16][C:17]([S:2]([Cl:1])(=[O:5])=[O:3])=[CH:18][CH:19]=2)=[O:12])=[CH:20][CH:21]=1. The catalyst class is: 2. (8) Reactant: FC(F)(F)C(O)=O.[CH3:8][O:9][C:10](=[O:27])[C:11]1[CH:16]=[CH:15][C:14]([CH2:17][CH2:18][C:19]([O:21]C(C)(C)C)=[O:20])=[C:13]([CH3:26])[CH:12]=1. Product: [CH3:8][O:9][C:10](=[O:27])[C:11]1[CH:16]=[CH:15][C:14]([CH2:17][CH2:18][C:19]([OH:21])=[O:20])=[C:13]([CH3:26])[CH:12]=1. The catalyst class is: 4. (9) Reactant: [CH3:1][C:2]1([CH3:10])[CH2:7][C:6](=[O:8])[NH:5][C:4](=[O:9])[CH2:3]1.C([O-])([O-])=O.[K+].[K+].Br[CH2:18][C:19]1[CH:24]=[CH:23][CH:22]=[CH:21][CH:20]=1. Product: [CH2:18]([N:5]1[C:6](=[O:8])[CH2:7][C:2]([CH3:10])([CH3:1])[CH2:3][C:4]1=[O:9])[C:19]1[CH:24]=[CH:23][CH:22]=[CH:21][CH:20]=1. The catalyst class is: 21.